This data is from Experimentally validated miRNA-target interactions with 360,000+ pairs, plus equal number of negative samples. The task is: Binary Classification. Given a miRNA mature sequence and a target amino acid sequence, predict their likelihood of interaction. The miRNA is hsa-miR-301b-5p with sequence GCUCUGACGAGGUUGCACUACU. The protein sequence of the target gene is MPGSLPLNAEACWPKDVGIVALEIYFPSQYVDQAELEKYDGVDAGKYTIGLGQAKMGFCTDREDINSLCMTVVQNLMERNNLSYDCIGRLEVGTETIIDKSKSVKTNLMQLFEESGNTDIEGIDTTNACYGGTAAVFNAVNWIESSSWDGRYALVVAGDIAVYATGNARPTGGVGAVALLIGPNAPLIFERGLRGTHMQHAYDFYKPDMLSEYPIVDGKLSIQCYLSALDRCYSVYCKKIHAQWQKEGNDKDFTLNDFGFMIFHSPYCKLVQKSLARMLLNDFLNDQNRDKNSIYSGLEA.... Result: 0 (no interaction).